Dataset: Full USPTO retrosynthesis dataset with 1.9M reactions from patents (1976-2016). Task: Predict the reactants needed to synthesize the given product. Given the product [OH:57][CH2:56][CH2:55][CH2:54][CH2:53][CH2:52][CH2:51][CH2:50][CH2:49][CH2:48][CH:47]=[CH:46][CH2:45][CH2:60][CH2:61][CH2:62][C:63]([OH:65])=[O:64], predict the reactants needed to synthesize it. The reactants are: OC(C(O)CCCCCCCC)CCCCCCCC(O)=O.OC(CCC(O)CCCCCC)CCCCCCCC(O)=O.[CH2:45]([CH2:60][CH2:61][CH2:62][C:63]([OH:65])=[O:64])[CH2:46][CH2:47][CH2:48][CH:49](O)[CH:50](O)[CH2:51][CH2:52][CH2:53][CH2:54][CH2:55][CH2:56][OH:57].OC(C(O)CC(O)CCCCCC)CCCCCCCC(O)=O.OC(O)(CCCCCCCCCCCCCC)C(O)(O)C(O)(O)C(O)=O.OC(O)(CCCCCCCCCCCCC)C(O)(O)C(O)(O)C(O)(O)C(O)=O.